Dataset: Forward reaction prediction with 1.9M reactions from USPTO patents (1976-2016). Task: Predict the product of the given reaction. (1) Given the reactants [CH2:1](N(CC)CC)C.[NH:8]1[CH2:13][CH2:12][NH:11][CH2:10][C:9]1=[O:14].C([O:17][C:18](=[O:20])C)C.CCC[CH2:24][CH2:25][CH3:26], predict the reaction product. The product is: [C:25]([O:20][C:18]([N:11]1[CH2:12][CH2:13][NH:8][C:9](=[O:14])[CH2:10]1)=[O:17])([CH3:24])([CH3:26])[CH3:1]. (2) Given the reactants [CH3:1][C:2]1[N:7]=[C:6]([C:8]2[CH:13]=[CH:12][CH:11]=[C:10]([C:14]3[CH:15]=[C:16]([S:20]([NH2:23])(=[O:22])=[O:21])[CH:17]=[CH:18][CH:19]=3)[N:9]=2)[CH:5]=[C:4]([C:24]2[CH:29]=[CH:28][C:27]([C:30]([F:33])([F:32])[F:31])=[CH:26][CH:25]=2)[CH:3]=1.[C:34](O[C:34](=[O:38])[CH:35]([CH3:37])[CH3:36])(=[O:38])[CH:35]([CH3:37])[CH3:36], predict the reaction product. The product is: [C:34]([NH:23][S:20]([C:16]1[CH:17]=[CH:18][CH:19]=[C:14]([C:10]2[N:9]=[C:8]([C:6]3[CH:5]=[C:4]([C:24]4[CH:29]=[CH:28][C:27]([C:30]([F:33])([F:31])[F:32])=[CH:26][CH:25]=4)[CH:3]=[C:2]([CH3:1])[N:7]=3)[CH:13]=[CH:12][CH:11]=2)[CH:15]=1)(=[O:21])=[O:22])(=[O:38])[CH:35]([CH3:37])[CH3:36]. (3) The product is: [CH2:35]([N:14]([CH2:13][CH2:12][CH2:11][CH2:10][CH2:9][C:8]([N:7]([CH2:23][C:24]1[S:25][CH:26]=[CH:27][CH:28]=1)[CH2:6][C:2]1[S:1][CH:5]=[CH:4][CH:3]=1)=[O:22])[C:15]([C:17]1[S:18][CH:19]=[CH:20][CH:21]=1)=[O:16])[C:36]1[CH:41]=[CH:40][CH:39]=[CH:38][CH:37]=1. Given the reactants [S:1]1[CH:5]=[CH:4][CH:3]=[C:2]1[CH2:6][N:7]([CH2:23][C:24]1[S:25][CH:26]=[CH:27][CH:28]=1)[C:8](=[O:22])[CH2:9][CH2:10][CH2:11][CH2:12][CH2:13][NH:14][C:15]([C:17]1[S:18][CH:19]=[CH:20][CH:21]=1)=[O:16].C(=O)([O-])[O-].[Cs+].[Cs+].[CH2:35](Cl)[C:36]1[CH:41]=[CH:40][CH:39]=[CH:38][CH:37]=1.[H-].[Na+], predict the reaction product. (4) Given the reactants [CH2:1]([O:19][C@H:20]1[C@@H:24]([O:25][CH2:26][CH2:27][CH2:28][CH2:29][CH2:30][CH2:31][CH2:32][CH2:33][CH2:34][CH2:35][CH2:36][CH2:37][CH2:38][CH2:39][CH2:40][CH2:41][CH2:42][CH3:43])[CH2:23][O:22][C@@H:21]1[CH2:44][OH:45])[CH2:2][CH2:3][CH2:4][CH2:5][CH2:6][CH2:7][CH2:8][CH2:9][CH2:10][CH2:11][CH2:12][CH2:13][CH2:14][CH2:15][CH2:16][CH2:17][CH3:18].O1CCCC1.CN(C)N1C=CC=CC1.Cl[C:61]([O:63][C:64]1[CH:69]=[CH:68][C:67]([N+:70]([O-:72])=[O:71])=[CH:66][CH:65]=1)=[O:62], predict the reaction product. The product is: [C:61](=[O:62])([O:63][C:64]1[CH:65]=[CH:66][C:67]([N+:70]([O-:72])=[O:71])=[CH:68][CH:69]=1)[O:45][CH2:44][C@@H:21]1[C@@H:20]([O:19][CH2:1][CH2:2][CH2:3][CH2:4][CH2:5][CH2:6][CH2:7][CH2:8][CH2:9][CH2:10][CH2:11][CH2:12][CH2:13][CH2:14][CH2:15][CH2:16][CH2:17][CH3:18])[C@@H:24]([O:25][CH2:26][CH2:27][CH2:28][CH2:29][CH2:30][CH2:31][CH2:32][CH2:33][CH2:34][CH2:35][CH2:36][CH2:37][CH2:38][CH2:39][CH2:40][CH2:41][CH2:42][CH3:43])[CH2:23][O:22]1. (5) Given the reactants [CH3:1][O:2][C:3](=[O:13])[C@@H:4]1[C:8]([CH3:10])([CH3:9])[C:7]([F:12])([F:11])[CH2:6][NH:5]1.C([O-])([O-])=O.[K+].[K+].CO.[CH:22]1[CH:27]=[CH:26][C:25]([CH2:28]Br)=[CH:24][CH:23]=1, predict the reaction product. The product is: [CH3:1][O:2][C:3](=[O:13])[C@@H:4]1[C:8]([CH3:10])([CH3:9])[C:7]([F:12])([F:11])[CH2:6][N:5]1[CH2:28][C:25]1[CH:26]=[CH:27][CH:22]=[CH:23][CH:24]=1. (6) The product is: [O:21]([C:17]1[CH:16]=[C:15]([C:7]2[C:8]3[C:9](=[N:10][CH:11]=[N:12][C:13]=3[NH2:14])[NH:5][N:6]=2)[CH:20]=[CH:19][CH:18]=1)[C:22]1[CH:27]=[CH:26][CH:25]=[CH:24][CH:23]=1. Given the reactants C([N:5]1[C:9]2=[N:10][CH:11]=[N:12][C:13]([NH2:14])=[C:8]2[C:7]([C:15]2[CH:20]=[CH:19][CH:18]=[C:17]([O:21][C:22]3[CH:27]=[CH:26][CH:25]=[CH:24][CH:23]=3)[CH:16]=2)=[N:6]1)(C)(C)C, predict the reaction product. (7) Given the reactants [F:1][C:2]1[C:7]([C:8]2[CH:13]=[CH:12][CH:11]=[C:10]([CH3:14])[CH:9]=2)=[C:6]([C:15]([C@@H:25]2[CH2:30][CH2:29][CH2:28][N:27]([S:31]([C:34]3[CH:39]=[CH:38][C:37]([CH:40]=O)=[CH:36][CH:35]=3)(=[O:33])=[O:32])[CH2:26]2)([OH:24])[CH2:16][CH2:17][CH2:18][NH:19][C:20](=[O:23])[O:21][CH3:22])[CH:5]=[CH:4][CH:3]=1.ClC1C(C2C=CC=C(CC)C=2)=C(C([C@@H]2CCCN(C(C3C=CC(C=O)=CC=3)=O)C2)(O)CC[CH2:60][NH:61]C(=O)OC)C=CC=1.NCCO, predict the reaction product. The product is: [F:1][C:2]1[C:7]([C:8]2[CH:13]=[CH:12][CH:11]=[C:10]([CH3:14])[CH:9]=2)=[C:6]([C:15]([OH:24])([C@@H:25]2[CH2:30][CH2:29][CH2:28][N:27]([S:31]([C:34]3[CH:35]=[CH:36][C:37]([CH2:40][NH:61][CH3:60])=[CH:38][CH:39]=3)(=[O:32])=[O:33])[CH2:26]2)[CH2:16][CH2:17][CH2:18][NH:19][C:20](=[O:23])[O:21][CH3:22])[CH:5]=[CH:4][CH:3]=1.